Dataset: Catalyst prediction with 721,799 reactions and 888 catalyst types from USPTO. Task: Predict which catalyst facilitates the given reaction. (1) Reactant: [C:1]([O:5][C:6]([N:8]1[CH2:13][CH2:12][CH:11]([CH2:14]O)[CH2:10][CH2:9]1)=[O:7])([CH3:4])([CH3:3])[CH3:2].C(Br)(Br)(Br)[Br:17].C1(P(C2C=CC=CC=2)C2C=CC=CC=2)C=CC=CC=1. Product: [C:1]([O:5][C:6]([N:8]1[CH2:13][CH2:12][CH:11]([CH2:14][Br:17])[CH2:10][CH2:9]1)=[O:7])([CH3:4])([CH3:3])[CH3:2]. The catalyst class is: 1. (2) Reactant: CC1C=CC(S(O[CH2:12][C:13]2([C:16]([F:19])([F:18])[F:17])[CH2:15][CH2:14]2)(=O)=O)=CC=1.C[N:21]([CH3:24])C=O.[CH2:25]1OCCOCCOCCOCCOCCOC1.[C-]#N.[K+]. Product: [F:19][C:16]([F:17])([F:18])[C:13]1([CH2:12][CH2:25][C:24]#[N:21])[CH2:14][CH2:15]1. The catalyst class is: 13. (3) Reactant: [CH3:1][C:2]1[CH:7]=[CH:6][C:5]([S:8]([O:11][CH2:12][C@@H:13]([OH:34])[CH2:14][CH2:15][C:16]2[C:17]([O:26]CC3C=CC=CC=3)=[C:18]3[C:23](=[CH:24][CH:25]=2)[N:22]=[CH:21][CH:20]=[CH:19]3)(=[O:10])=[O:9])=[CH:4][CH:3]=1. Product: [CH3:1][C:2]1[CH:3]=[CH:4][C:5]([S:8]([O:11][CH2:12][C@@H:13]([OH:34])[CH2:14][CH2:15][C:16]2[C:17]([OH:26])=[C:18]3[C:23](=[CH:24][CH:25]=2)[N:22]=[CH:21][CH:20]=[CH:19]3)(=[O:9])=[O:10])=[CH:6][CH:7]=1. The catalyst class is: 63. (4) Reactant: [CH3:1][O:2][C:3](=[O:22])[C:4]1[C:9](Cl)=[CH:8][C:7]([CH3:11])=[N:6][C:5]=1[O:12][C:13]1[C:18]([CH3:19])=[CH:17][C:16]([CH3:20])=[CH:15][C:14]=1[CH3:21].[NH2:23][CH:24]([CH2:28][CH3:29])[CH:25]([OH:27])[CH3:26]. Product: [CH3:1][O:2][C:3](=[O:22])[C:4]1[C:9]([NH:23][CH:24]([CH2:28][CH3:29])[CH:25]([OH:27])[CH3:26])=[CH:8][C:7]([CH3:11])=[N:6][C:5]=1[O:12][C:13]1[C:18]([CH3:19])=[CH:17][C:16]([CH3:20])=[CH:15][C:14]=1[CH3:21]. The catalyst class is: 16. (5) Reactant: [I:1][C:2]1[CH:11]=[CH:10][C:9]([OH:12])=[C:8]2[C:3]=1[CH:4]=[CH:5][CH:6]=[N:7]2.[Si:13](Cl)([C:16]([CH3:19])([CH3:18])[CH3:17])([CH3:15])[CH3:14].N1C=CN=C1.O. Product: [Si:13]([O:12][C:9]1[CH:10]=[CH:11][C:2]([I:1])=[C:3]2[C:8]=1[N:7]=[CH:6][CH:5]=[CH:4]2)([C:16]([CH3:19])([CH3:18])[CH3:17])([CH3:15])[CH3:14]. The catalyst class is: 3.